Dataset: Forward reaction prediction with 1.9M reactions from USPTO patents (1976-2016). Task: Predict the product of the given reaction. (1) Given the reactants Cl.[NH2:2][C:3]1[N:8]=[CH:7][N:6]=[C:5]2[N:9]([CH:20]([C:22]3[O:23][C:24](=[O:51])[C:25]4[C:30]([C:31]=3[C:32]3[CH2:33][CH2:34][N:35]([C:38]([CH:40]5[CH2:43][N:42](C(OC(C)(C)C)=O)[CH2:41]5)=[O:39])[CH2:36][CH:37]=3)=[CH:29][CH:28]=[CH:27][CH:26]=4)[CH3:21])[N:10]=[C:11]([C:12]3[CH:17]=[C:16]([OH:18])[CH:15]=[C:14]([F:19])[CH:13]=3)[C:4]=12.O.CC#N.C(O)=O, predict the reaction product. The product is: [CH:24]([OH:51])=[O:23].[NH2:2][C:3]1[N:8]=[CH:7][N:6]=[C:5]2[N:9]([CH:20]([C:22]3[O:23][C:24](=[O:51])[C:25]4[C:30]([C:31]=3[C:32]3[CH2:33][CH2:34][N:35]([C:38]([CH:40]5[CH2:41][NH:42][CH2:43]5)=[O:39])[CH2:36][CH:37]=3)=[CH:29][CH:28]=[CH:27][CH:26]=4)[CH3:21])[N:10]=[C:11]([C:12]3[CH:17]=[C:16]([OH:18])[CH:15]=[C:14]([F:19])[CH:13]=3)[C:4]=12. (2) Given the reactants [NH2:1][CH:2]([C:12]1[C:20]2[C:15](=[CH:16][CH:17]=[C:18]([Br:21])[CH:19]=2)[NH:14][CH:13]=1)[CH2:3][NH:4][C:5](=[O:11])[O:6][C:7]([CH3:10])([CH3:9])[CH3:8].C(N(CC)CC)C.[F:29][C:30]([F:41])([F:40])[C:31](O[C:31](=[O:32])[C:30]([F:41])([F:40])[F:29])=[O:32], predict the reaction product. The product is: [C:7]([O:6][C:5](=[O:11])[NH:4][CH2:3][CH:2]([C:12]1[C:20]2[C:15](=[CH:16][CH:17]=[C:18]([Br:21])[CH:19]=2)[NH:14][CH:13]=1)[NH:1][C:31](=[O:32])[C:30]([F:41])([F:40])[F:29])([CH3:9])([CH3:10])[CH3:8]. (3) Given the reactants [F:1][C:2]1[C:14]([F:15])=[CH:13][CH:12]=[C:11]([O:16]CC(C)=C)[C:3]=1[C:4]([O:6][CH2:7][C:8]([CH3:10])=[CH2:9])=[O:5], predict the reaction product. The product is: [F:1][C:2]1[C:14]([F:15])=[CH:13][C:12]([CH2:4][C:3]([CH3:11])=[CH2:2])=[C:11]([OH:16])[C:3]=1[C:4]([O:6][CH2:7][C:8]([CH3:10])=[CH2:9])=[O:5]. (4) Given the reactants Br[CH2:2][CH2:3][O:4][CH2:5][CH2:6][O:7][CH3:8].[NH:9]1[CH2:14][CH2:13][CH:12]([N:15]2[C:19]3[CH:20]=[CH:21][CH:22]=[CH:23][C:18]=3[NH:17][C:16]2=[O:24])[CH2:11][CH2:10]1.C(=O)([O-])[O-].[Na+].[Na+], predict the reaction product. The product is: [CH3:8][O:7][CH2:6][CH2:5][O:4][CH2:3][CH2:2][N:9]1[CH2:10][CH2:11][CH:12]([N:15]2[C:19]3[CH:20]=[CH:21][CH:22]=[CH:23][C:18]=3[NH:17][C:16]2=[O:24])[CH2:13][CH2:14]1.